Dataset: Catalyst prediction with 721,799 reactions and 888 catalyst types from USPTO. Task: Predict which catalyst facilitates the given reaction. (1) Reactant: [N+:1]([C:4]1[C:9]([CH:10]=[CH2:11])=[CH:8][CH:7]=[CH:6][N:5]=1)([O-])=O.[H][H]. Product: [CH2:10]([C:9]1[C:4]([NH2:1])=[N:5][CH:6]=[CH:7][CH:8]=1)[CH3:11]. The catalyst class is: 178. (2) Product: [CH2:1]([C:3]1[C:7]2[C:8]([O:12][C:26]3[CH:31]=[CH:30][C:29]([N+:32]([O-:34])=[O:33])=[CH:28][N:27]=3)=[CH:9][CH:10]=[CH:11][C:6]=2[O:5][N:4]=1)[CH3:2]. The catalyst class is: 3. Reactant: [CH2:1]([C:3]1[C:7]2=[C:8]([OH:12])[CH:9]=[CH:10][CH:11]=[C:6]2[O:5][N:4]=1)[CH3:2].C(C1OC2C(=C(O)C=CC=2)N=1)C.Cl[C:26]1[CH:31]=[CH:30][C:29]([N+:32]([O-:34])=[O:33])=[CH:28][N:27]=1.C(=O)([O-])[O-].[K+].[K+]. (3) Product: [F:9][C:8]([F:11])([F:10])[C:5]1[N:6]=[CH:7][C:2]([C:16]2[CH:17]=[CH:18][C:13]([OH:12])=[CH:14][CH:15]=2)=[CH:3][CH:4]=1. The catalyst class is: 333. Reactant: Br[C:2]1[CH:3]=[CH:4][C:5]([C:8]([F:11])([F:10])[F:9])=[N:6][CH:7]=1.[OH:12][C:13]1[CH:18]=[CH:17][C:16](B(O)O)=[CH:15][CH:14]=1.C(=O)([O-])[O-].[Na+].[Na+].